Dataset: NCI-60 drug combinations with 297,098 pairs across 59 cell lines. Task: Regression. Given two drug SMILES strings and cell line genomic features, predict the synergy score measuring deviation from expected non-interaction effect. (1) Drug 1: C(=O)(N)NO. Drug 2: CC1CCCC2(C(O2)CC(NC(=O)CC(C(C(=O)C(C1O)C)(C)C)O)C(=CC3=CSC(=N3)C)C)C. Cell line: IGROV1. Synergy scores: CSS=23.0, Synergy_ZIP=-0.651, Synergy_Bliss=-4.60, Synergy_Loewe=-25.3, Synergy_HSA=-6.97. (2) Drug 1: C1=CN(C(=O)N=C1N)C2C(C(C(O2)CO)O)(F)F. Drug 2: C1CC(CCC1OC2=C(C(=CC=C2)Cl)F)(CC3=NC(=CC=C3)NC4=NC=CS4)C(=O)O. Cell line: T-47D. Synergy scores: CSS=43.1, Synergy_ZIP=3.98, Synergy_Bliss=3.27, Synergy_Loewe=0.0453, Synergy_HSA=11.7. (3) Drug 1: CC1=C(C=C(C=C1)C(=O)NC2=CC(=CC(=C2)C(F)(F)F)N3C=C(N=C3)C)NC4=NC=CC(=N4)C5=CN=CC=C5. Drug 2: C1CN1C2=NC(=NC(=N2)N3CC3)N4CC4. Cell line: MALME-3M. Synergy scores: CSS=14.7, Synergy_ZIP=-4.09, Synergy_Bliss=0.177, Synergy_Loewe=-4.86, Synergy_HSA=-2.56. (4) Drug 1: C1=CC(=CC=C1CCCC(=O)O)N(CCCl)CCCl. Drug 2: CC1=CC=C(C=C1)C2=CC(=NN2C3=CC=C(C=C3)S(=O)(=O)N)C(F)(F)F. Cell line: M14. Synergy scores: CSS=-1.79, Synergy_ZIP=-6.81, Synergy_Bliss=-8.66, Synergy_Loewe=-13.5, Synergy_HSA=-10.1. (5) Drug 1: CN(C(=O)NC(C=O)C(C(C(CO)O)O)O)N=O. Drug 2: C(CCl)NC(=O)N(CCCl)N=O. Cell line: M14. Synergy scores: CSS=54.4, Synergy_ZIP=-0.895, Synergy_Bliss=0.346, Synergy_Loewe=-10.2, Synergy_HSA=1.78. (6) Drug 1: COC1=CC(=CC(=C1O)OC)C2C3C(COC3=O)C(C4=CC5=C(C=C24)OCO5)OC6C(C(C7C(O6)COC(O7)C8=CC=CS8)O)O. Drug 2: C1CN(CCN1C(=O)CCBr)C(=O)CCBr. Cell line: A498. Synergy scores: CSS=27.6, Synergy_ZIP=0.671, Synergy_Bliss=3.28, Synergy_Loewe=-4.80, Synergy_HSA=3.79. (7) Drug 1: CC(CN1CC(=O)NC(=O)C1)N2CC(=O)NC(=O)C2. Drug 2: CCCCCOC(=O)NC1=NC(=O)N(C=C1F)C2C(C(C(O2)C)O)O. Cell line: LOX IMVI. Synergy scores: CSS=22.6, Synergy_ZIP=-8.70, Synergy_Bliss=-3.76, Synergy_Loewe=-8.13, Synergy_HSA=-0.793.